This data is from Full USPTO retrosynthesis dataset with 1.9M reactions from patents (1976-2016). The task is: Predict the reactants needed to synthesize the given product. (1) Given the product [OH:1][CH2:2][CH2:3][N:4]1[C:14]([CH3:15])=[CH:13][C:7]([C:8]([O:10][CH2:11][CH3:12])=[O:9])=[N:5]1, predict the reactants needed to synthesize it. The reactants are: [OH:1][CH2:2][CH2:3][NH:4][NH2:5].O=[C:7]([CH2:13][C:14](=O)[CH3:15])[C:8]([O:10][CH2:11][CH3:12])=[O:9].C(N1C(CC)=CC(C(O)=O)=N1)C. (2) The reactants are: Br[C:2]1[C:3]([C:16]2[CH:21]=[CH:20][CH:19]=[CH:18][CH:17]=2)=[N:4][C:5]2[C:10]([N:11]=1)=[CH:9][C:8]([C:12]([O:14][CH3:15])=[O:13])=[CH:7][CH:6]=2.[CH3:22][CH:23]1[CH2:27][CH2:26][CH2:25][NH:24]1.C(=O)([O-])[O-].[K+].[K+]. Given the product [CH3:22][CH:23]1[CH2:27][CH2:26][CH2:25][N:24]1[C:2]1[C:3]([C:16]2[CH:21]=[CH:20][CH:19]=[CH:18][CH:17]=2)=[N:4][C:5]2[C:10]([N:11]=1)=[CH:9][C:8]([C:12]([O:14][CH3:15])=[O:13])=[CH:7][CH:6]=2, predict the reactants needed to synthesize it.